This data is from Forward reaction prediction with 1.9M reactions from USPTO patents (1976-2016). The task is: Predict the product of the given reaction. Given the reactants [NH2:1][C@H:2]([CH2:15][N:16]1[CH2:20][CH2:19][CH2:18][CH2:17]1)[C@@H:3]([C:5]1[CH:14]=[CH:13][C:8]2OCCO[C:7]=2[CH:6]=1)[OH:4].[CH3:21][O:22]C1C=CC=CC=1C=O, predict the reaction product. The product is: [NH2:1][C@H:2]([CH2:15][N:16]1[CH2:17][CH2:18][CH2:19][CH2:20]1)[C@@H:3]([C:5]1[CH:6]=[CH:7][CH:8]=[CH:13][C:14]=1[O:22][CH3:21])[OH:4].